Dataset: Reaction yield outcomes from USPTO patents with 853,638 reactions. Task: Predict the reaction yield, written as a fraction of the theoretical maximum amount of product (1.0 means a 100% yield; for example, 0.34 means a 34% yield). The reactants are [CH2:1]([NH2:8])[C:2]1[CH:7]=[CH:6][CH:5]=[CH:4][CH:3]=1.[CH3:9][N:10]([CH:12]=O)C. The catalyst is O. The product is [CH2:1]([NH:8][C:9]1[CH:4]=[CH:3][C:2]([C:1]#[N:8])=[CH:12][N:10]=1)[C:2]1[CH:7]=[CH:6][CH:5]=[CH:4][CH:3]=1. The yield is 0.960.